From a dataset of Reaction yield outcomes from USPTO patents with 853,638 reactions. Predict the reaction yield, written as a fraction of the theoretical maximum amount of product (1.0 means a 100% yield; for example, 0.34 means a 34% yield). (1) The reactants are [CH3:1][O:2][C:3]([C:5]1([CH2:20][O:21]CC2C=CC(OC)=CC=2)[CH:9]([CH3:10])[C:8](=[O:11])[N:7]([C:12]2[C:17]([CH3:18])=[CH:16][CH:15]=[CH:14][C:13]=2[CH3:19])[CH2:6]1)=[O:4].C(Cl)Cl.O.ClC1C(=O)C(C#N)=C(C#N)C(=O)C=1Cl. The catalyst is C(Cl)Cl. The product is [CH3:1][O:2][C:3]([C:5]1([CH2:20][OH:21])[CH:9]([CH3:10])[C:8](=[O:11])[N:7]([C:12]2[C:17]([CH3:18])=[CH:16][CH:15]=[CH:14][C:13]=2[CH3:19])[CH2:6]1)=[O:4]. The yield is 0.720. (2) The reactants are [F:1][C@H:2]1[CH2:6][N:5](C(OC(C)(C)C)=O)[C@H:4]([C:14](=[O:34])[NH:15][CH2:16][C:17]2[C:18]([O:32][CH3:33])=[N:19][N:20]([C:22]3[CH:27]=[N:26][C:25]([C:28]([F:31])([F:30])[F:29])=[CH:24][N:23]=3)[CH:21]=2)[CH2:3]1.[ClH:35]. The catalyst is O1CCOCC1. The product is [ClH:35].[F:1][C@H:2]1[CH2:6][NH:5][C@H:4]([C:14]([NH:15][CH2:16][C:17]2[C:18]([O:32][CH3:33])=[N:19][N:20]([C:22]3[CH:27]=[N:26][C:25]([C:28]([F:31])([F:30])[F:29])=[CH:24][N:23]=3)[CH:21]=2)=[O:34])[CH2:3]1. The yield is 0.910. (3) The reactants are [Cl:1][C:2]1[CH:3]=[N:4][NH:5][C:6](=[O:9])[C:7]=1[Cl:8].C(N(CC)C(C)C)(C)C.[CH3:19][O:20][CH2:21]Br.O. The catalyst is C(Cl)Cl. The product is [Cl:8][C:7]1[C:6](=[O:9])[N:5]([CH2:19][O:20][CH3:21])[N:4]=[CH:3][C:2]=1[Cl:1]. The yield is 0.748. (4) The reactants are [C:1]([C:4]1[CH:5]=[N:6][C:7]2[C:12]([C:13]=1[NH:14][C:15]1[CH:16]=[CH:17][C:18]([N:21]3[CH2:26][CH2:25][CH2:24][CH:23]([NH:27][C:28](=[O:34])[O:29][C:30]([CH3:33])([CH3:32])[CH3:31])[CH2:22]3)=[N:19][CH:20]=1)=[CH:11][C:10](Br)=[CH:9][CH:8]=2)(=[O:3])[CH3:2].[Cl:36][C:37]1[CH:42]=[C:41](B2OC(C)(C)C(C)(C)O2)[CH:40]=[C:39]([Cl:52])[C:38]=1[OH:53]. No catalyst specified. The product is [C:1]([C:4]1[CH:5]=[N:6][C:7]2[C:12]([C:13]=1[NH:14][C:15]1[CH:16]=[CH:17][C:18]([N:21]3[CH2:26][CH2:25][CH2:24][CH:23]([NH:27][C:28](=[O:34])[O:29][C:30]([CH3:33])([CH3:32])[CH3:31])[CH2:22]3)=[N:19][CH:20]=1)=[CH:11][C:10]([C:41]1[CH:42]=[C:37]([Cl:36])[C:38]([OH:53])=[C:39]([Cl:52])[CH:40]=1)=[CH:9][CH:8]=2)(=[O:3])[CH3:2]. The yield is 0.760. (5) The reactants are [C:1]([C:5]1[O:9][N:8]=[C:7]([NH:10][C:11]([NH:13][C:14]2[CH:19]=[CH:18][CH:17]=[C:16]([S:20][C:21]3[C:30]4[C:25](=[CH:26][C:27]([O:35][CH3:36])=[C:28]([O:31][CH2:32][CH2:33]Cl)[CH:29]=4)[N:24]=[CH:23][N:22]=3)[CH:15]=2)=[O:12])[CH:6]=1)([CH3:4])([CH3:3])[CH3:2].[CH3:37][S:38]([N:41]1[CH2:46][CH2:45][NH:44][CH2:43][CH2:42]1)(=[O:40])=[O:39]. No catalyst specified. The product is [C:1]([C:5]1[O:9][N:8]=[C:7]([NH:10][C:11]([NH:13][C:14]2[CH:19]=[CH:18][CH:17]=[C:16]([S:20][C:21]3[C:30]4[C:25](=[CH:26][C:27]([O:35][CH3:36])=[C:28]([O:31][CH2:32][CH2:33][N:44]5[CH2:45][CH2:46][N:41]([S:38]([CH3:37])(=[O:40])=[O:39])[CH2:42][CH2:43]5)[CH:29]=4)[N:24]=[CH:23][N:22]=3)[CH:15]=2)=[O:12])[CH:6]=1)([CH3:4])([CH3:3])[CH3:2]. The yield is 0.210. (6) The reactants are C(N=C(N1CCC[C@H](CN2C3C=CC=CC=3N=C2CN(C)[C@@H]2C3N=CC=CC=3CCC2)C1)OC1C=CC=CC=1)#N.N.[C:42]([NH:44][C:45]([N:50]1[CH2:55][CH2:54][CH2:53][C@H:52]([CH2:56][N:57]2[C:61]3[CH:62]=[CH:63][CH:64]=[CH:65][C:60]=3[N:59]=[C:58]2[CH2:66][N:67]([CH3:78])[C@@H:68]2[C:77]3[N:76]=[CH:75][CH:74]=[CH:73][C:72]=3[CH2:71][CH2:70][CH2:69]2)[CH2:51]1)=[N:46]CCC)#[N:43]. The catalyst is C(O)(C)C. The product is [C:42]([NH:44][C:45]([N:50]1[CH2:55][CH2:54][CH2:53][C@H:52]([CH2:56][N:57]2[C:61]3[CH:62]=[CH:63][CH:64]=[CH:65][C:60]=3[N:59]=[C:58]2[CH2:66][N:67]([CH3:78])[C@@H:68]2[C:77]3[N:76]=[CH:75][CH:74]=[CH:73][C:72]=3[CH2:71][CH2:70][CH2:69]2)[CH2:51]1)=[NH:46])#[N:43]. The yield is 0.880. (7) The reactants are Cl.[CH2:2]([NH2:4])[CH3:3].[Cl:5][C:6]1[CH:7]=[C:8]([CH:12]=[CH:13][C:14]=1[F:15])[C:9]([OH:11])=O. No catalyst specified. The product is [Cl:5][C:6]1[CH:7]=[C:8]([CH:12]=[CH:13][C:14]=1[F:15])[C:9]([NH:4][CH2:2][CH3:3])=[O:11]. The yield is 0.770.